This data is from Catalyst prediction with 721,799 reactions and 888 catalyst types from USPTO. The task is: Predict which catalyst facilitates the given reaction. (1) Reactant: [H-].[Na+].[Br:3][C:4]1[C:12]2[C:7](=[N:8][CH:9]=[N:10][C:11]=2[O:13][CH3:14])[NH:6][N:5]=1.[CH3:15][Si:16]([CH2:19][CH2:20][O:21][CH2:22]Cl)([CH3:18])[CH3:17].O. Product: [Br:3][C:4]1[C:12]2[C:7](=[N:8][CH:9]=[N:10][C:11]=2[O:13][CH3:14])[N:6]([CH2:22][O:21][CH2:20][CH2:19][Si:16]([CH3:18])([CH3:17])[CH3:15])[N:5]=1. The catalyst class is: 9. (2) Reactant: CN(C(ON1N=NC2C=CC=NC1=2)=[N+](C)C)C.F[P-](F)(F)(F)(F)F.[Br:25][C:26]1[CH:34]=[CH:33][C:29]([C:30]([OH:32])=O)=[CH:28][C:27]=1[CH3:35].Cl.[C:37]([O:41][C:42](=[O:46])[CH2:43][CH2:44][NH2:45])([CH3:40])([CH3:39])[CH3:38]. Product: [Br:25][C:26]1[CH:34]=[CH:33][C:29]([C:30]([NH:45][CH2:44][CH2:43][C:42]([O:41][C:37]([CH3:40])([CH3:39])[CH3:38])=[O:46])=[O:32])=[CH:28][C:27]=1[CH3:35]. The catalyst class is: 3. (3) The catalyst class is: 279. Product: [F:26][C:25]([F:28])([F:27])[S:22]([O:13][CH:8]([C:5]1[CH:6]=[CH:7][C:2]([Br:1])=[CH:3][CH:4]=1)[C:9]([F:11])([F:12])[F:10])(=[O:24])=[O:23]. Reactant: [Br:1][C:2]1[CH:7]=[CH:6][C:5]([CH:8]([OH:13])[C:9]([F:12])([F:11])[F:10])=[CH:4][CH:3]=1.N1C(C)=CC=CC=1C.[S:22](O[S:22]([C:25]([F:28])([F:27])[F:26])(=[O:24])=[O:23])([C:25]([F:28])([F:27])[F:26])(=[O:24])=[O:23]. (4) Reactant: C[O:2][CH2:3][CH2:4][S:5]([C:8]1[CH:13]=[CH:12][C:11]([C:14]2[N:19]=[CH:18][C:17]([O:20][CH2:21][CH:22]3[CH2:27][CH2:26][N:25]([C:28]([O:30][CH:31]([CH3:33])[CH3:32])=[O:29])[CH2:24][CH2:23]3)=[CH:16][CH:15]=2)=[CH:10][CH:9]=1)(=[O:7])=[O:6].B(Br)(Br)Br.C([O-])(O)=O.[Na+]. Product: [OH:2][CH2:3][CH2:4][S:5]([C:8]1[CH:13]=[CH:12][C:11]([C:14]2[N:19]=[CH:18][C:17]([O:20][CH2:21][CH:22]3[CH2:23][CH2:24][N:25]([C:28]([O:30][CH:31]([CH3:33])[CH3:32])=[O:29])[CH2:26][CH2:27]3)=[CH:16][CH:15]=2)=[CH:10][CH:9]=1)(=[O:6])=[O:7]. The catalyst class is: 2.